From a dataset of Forward reaction prediction with 1.9M reactions from USPTO patents (1976-2016). Predict the product of the given reaction. (1) Given the reactants [CH2:1]([C:3]1([CH2:21][CH3:22])[C:8]2[CH:9]=[C:10](/[C:13](/[CH2:18][CH3:19])=[CH:14]/[C:15]([NH2:17])=O)[CH:11]=[CH:12][C:7]=2[NH:6][C:5](=[O:20])[O:4]1)[CH3:2].S(Cl)(Cl)=O, predict the reaction product. The product is: [CH2:21]([C:3]1([CH2:1][CH3:2])[C:8]2[CH:9]=[C:10](/[C:13](/[CH2:18][CH3:19])=[CH:14]/[C:15]#[N:17])[CH:11]=[CH:12][C:7]=2[NH:6][C:5](=[O:20])[O:4]1)[CH3:22]. (2) Given the reactants [NH2:1][CH:2]1[C:11]2[N:10]=[CH:9][CH:8]=[CH:7][C:6]=2[CH2:5][CH2:4][CH2:3]1.[C:12]([C:14]1[CH:21]=[CH:20][C:17]([CH:18]=O)=[CH:16][CH:15]=1)#[N:13].C(O[BH-](OC(=O)C)OC(=O)C)(=O)C.[Na+], predict the reaction product. The product is: [N:10]1[C:11]2[CH:2]([NH:1][CH2:18][C:17]3[CH:20]=[CH:21][C:14]([C:12]#[N:13])=[CH:15][CH:16]=3)[CH2:3][CH2:4][CH2:5][C:6]=2[CH:7]=[CH:8][CH:9]=1. (3) Given the reactants [Br:1][C:2]1[CH:16]=[C:15](/[CH:17]=[CH:18]/[CH:19]([C:24]2[CH:29]=[C:28]([Cl:30])[C:27]([Cl:31])=[C:26]([Cl:32])[CH:25]=2)[C:20]([F:23])([F:22])[F:21])[CH:14]=[CH:13][C:3]=1[C:4]([NH:6][CH:7]1[CH2:12][CH2:11][NH:10][CH2:9][CH2:8]1)=[O:5].[C:33](Cl)(=[O:35])[CH3:34], predict the reaction product. The product is: [C:33]([N:10]1[CH2:11][CH2:12][CH:7]([NH:6][C:4](=[O:5])[C:3]2[CH:13]=[CH:14][C:15](/[CH:17]=[CH:18]/[CH:19]([C:24]3[CH:25]=[C:26]([Cl:32])[C:27]([Cl:31])=[C:28]([Cl:30])[CH:29]=3)[C:20]([F:23])([F:21])[F:22])=[CH:16][C:2]=2[Br:1])[CH2:8][CH2:9]1)(=[O:35])[CH3:34]. (4) Given the reactants [CH:1](NC(C)C)(C)C.C(=O)=O.CC(C)=O.[CH2:15]([C@H:17]([NH:21][C:22](=[O:28])OC(C)(C)C)[C:18](=[O:20])[CH3:19])[CH3:16].[Cl-].[NH4+], predict the reaction product. The product is: [CH2:15]([C@@H:17]1[NH:21][C:22](=[O:28])[CH2:1][C@@:18]1([OH:20])[CH3:19])[CH3:16]. (5) Given the reactants [C:1]([O:7][C:8]([CH3:11])([CH3:10])[CH3:9])(=[O:6])[CH2:2][C:3]([CH3:5])=[O:4].CCC([O-])(C)C.[Na+].[F:19][C:20]1[CH:25]=[CH:24][C:23]([N+:26]([O-:28])=[O:27])=[C:22](F)[C:21]=1[F:30].S(=O)(=O)(O)O.C(=O)(O)[O-].[Na+].[Cl-].[Na+], predict the reaction product. The product is: [F:30][C:21]1[C:20]([F:19])=[CH:25][CH:24]=[C:23]([N+:26]([O-:28])=[O:27])[C:22]=1[CH:2]([C:3](=[O:4])[CH3:5])[C:1]([O:7][C:8]([CH3:11])([CH3:10])[CH3:9])=[O:6]. (6) Given the reactants C([O:4][C:5](=[O:38])[CH2:6][CH2:7][CH2:8][CH2:9][CH2:10][O:11][C:12]1[CH:17]=[CH:16][C:15]([CH:18]2[O:22][CH:21]3[CH:23]([CH2:36][OH:37])[O:24][CH:25]([N:26]4[CH:34]=[N:33][C:32]5[C:27]4=[N:28][CH:29]=[N:30][C:31]=5[Cl:35])[CH:20]3[O:19]2)=[CH:14][CH:13]=1)C=C.CC1(C)CC(=O)CC(=O)C1, predict the reaction product. The product is: [Cl:35][C:31]1[N:30]=[CH:29][N:28]=[C:27]2[C:32]=1[N:33]=[CH:34][N:26]2[CH:25]1[CH:20]2[CH:21]([O:22][CH:18]([C:15]3[CH:14]=[CH:13][C:12]([O:11][CH2:10][CH2:9][CH2:8][CH2:7][CH2:6][C:5]([OH:38])=[O:4])=[CH:17][CH:16]=3)[O:19]2)[CH:23]([CH2:36][OH:37])[O:24]1.